This data is from Reaction yield outcomes from USPTO patents with 853,638 reactions. The task is: Predict the reaction yield, written as a fraction of the theoretical maximum amount of product (1.0 means a 100% yield; for example, 0.34 means a 34% yield). The reactants are C([NH:4][C:5]1(C(OCC)=O)[CH2:14][C:13]2[C:8](=[CH:9][CH:10]=[CH:11][CH:12]=2)[NH:7][C:6]1=[O:15])(=O)C. The catalyst is Cl. The product is [NH2:4][CH:5]1[CH2:14][C:13]2[C:8](=[CH:9][CH:10]=[CH:11][CH:12]=2)[NH:7][C:6]1=[O:15]. The yield is 0.720.